From a dataset of Catalyst prediction with 721,799 reactions and 888 catalyst types from USPTO. Predict which catalyst facilitates the given reaction. (1) Reactant: Br[C:2]1[CH:3]=[CH:4][C:5]2[N:6]([CH:8]=[N:9][CH:10]=2)[CH:7]=1.[C:11](=[O:18])([O:13][C:14]([CH3:17])([CH3:16])[CH3:15])[NH2:12].CC1(C)C2C(=C(P(C3C=CC=CC=3)C3C=CC=CC=3)C=CC=2)OC2C(P(C3C=CC=CC=3)C3C=CC=CC=3)=CC=CC1=2.C(=O)([O-])[O-].[Cs+].[Cs+]. Product: [CH:10]1[N:9]=[CH:8][N:6]2[CH:7]=[C:2]([NH:12][C:11](=[O:18])[O:13][C:14]([CH3:17])([CH3:16])[CH3:15])[CH:3]=[CH:4][C:5]=12. The catalyst class is: 584. (2) Reactant: [C:1]([O:4][C@@H:5]1[C@@H:10]([O:11][C:12](=[O:14])[CH3:13])[C@H:9]([O:15][C:16](=[O:18])[CH3:17])[C@@H:8]([CH2:19][O:20][C:21](=[O:23])[CH3:22])[O:7][C@H:6]1[C:24]1[CH:29]=[CH:28][C:27]([Cl:30])=[C:26]([CH2:31][C:32]2[S:33][C:34]([C:37]3[CH:42]=[CH:41][C:40]([NH2:43])=[CH:39][CH:38]=3)=[CH:35][CH:36]=2)[CH:25]=1)(=[O:3])[CH3:2].[CH3:44][S:45](Cl)(=[O:47])=[O:46].N1C=CC=CC=1.Cl. Product: [C:1]([O:4][C@@H:5]1[C@@H:10]([O:11][C:12](=[O:14])[CH3:13])[C@H:9]([O:15][C:16](=[O:18])[CH3:17])[C@@H:8]([CH2:19][O:20][C:21](=[O:23])[CH3:22])[O:7][C@H:6]1[C:24]1[CH:29]=[CH:28][C:27]([Cl:30])=[C:26]([CH2:31][C:32]2[S:33][C:34]([C:37]3[CH:38]=[CH:39][C:40]([NH:43][S:45]([CH3:44])(=[O:47])=[O:46])=[CH:41][CH:42]=3)=[CH:35][CH:36]=2)[CH:25]=1)(=[O:3])[CH3:2]. The catalyst class is: 4. (3) Reactant: [NH:1]1[CH2:6][CH2:5][CH2:4][CH2:3][CH2:2]1.CCN(CC)CC.F[C:15]1[CH:20]=[CH:19][C:18]([N+:21]([O-:23])=[O:22])=[CH:17][C:16]=1[F:24]. Product: [F:24][C:16]1[CH:17]=[C:18]([N+:21]([O-:23])=[O:22])[CH:19]=[CH:20][C:15]=1[N:1]1[CH2:6][CH2:5][CH2:4][CH2:3][CH2:2]1. The catalyst class is: 25. (4) The catalyst class is: 239. Reactant: Cl.[NH2:2][C@@H:3]([C@H:7]([OH:12])[C:8]([O:10]C)=[O:9])[C:4]([OH:6])=[O:5].CCN(C(C)C)C(C)C.C(O)(=O)C.C(#N)C. Product: [OH:12][C@H:7]([C:8]([OH:10])=[O:9])[C@@H:3]([C:4]([OH:6])=[O:5])[NH2:2]. (5) Reactant: [Br:1][C:2]1[S:6][C:5]([C:7]([OH:9])=O)=[CH:4][CH:3]=1.S(Cl)([Cl:12])=O. Product: [Br:1][C:2]1[S:6][C:5]([C:7]([Cl:12])=[O:9])=[CH:4][CH:3]=1. The catalyst class is: 695. (6) Reactant: [CH3:1][S:2][C:3]1[CH:10]=[CH:9][C:6]([C:7]#[N:8])=[CH:5][CH:4]=1.I([O-])(=O)(=O)=[O:12].[Na+]. Product: [CH3:1][S:2]([C:3]1[CH:10]=[CH:9][C:6]([C:7]#[N:8])=[CH:5][CH:4]=1)=[O:12]. The catalyst class is: 364.